Dataset: Reaction yield outcomes from USPTO patents with 853,638 reactions. Task: Predict the reaction yield, written as a fraction of the theoretical maximum amount of product (1.0 means a 100% yield; for example, 0.34 means a 34% yield). (1) The reactants are CC1C=CC(S(O[CH2:12][C@@H:13]2[O:18][C:17]3[C:19]([O:23][CH2:24][CH3:25])=[CH:20][CH:21]=[CH:22][C:16]=3[O:15][CH2:14]2)(=O)=O)=CC=1.[F:26][C:27]1[CH:28]=[C:29]2[C:33](=[CH:34][CH:35]=1)[NH:32][CH:31]=[C:30]2[C@@H:36]1[CH2:40][CH2:39][C@H:38]([NH2:41])[CH2:37]1. No catalyst specified. The product is [CH2:24]([O:23][C:19]1[C:17]2[O:18][C@@H:13]([CH2:12][NH:41][C@H:38]3[CH2:39][CH2:40][C@@H:36]([C:30]4[C:29]5[C:33](=[CH:34][CH:35]=[C:27]([F:26])[CH:28]=5)[NH:32][CH:31]=4)[CH2:37]3)[CH2:14][O:15][C:16]=2[CH:22]=[CH:21][CH:20]=1)[CH3:25]. The yield is 0.640. (2) The reactants are [NH2:1][C:2]1[CH:25]=[CH:24][C:5]([O:6][C:7]2[C:16]3[C:11](=[CH:12][C:13]([O:19][CH2:20][CH2:21][O:22][CH3:23])=[C:14]([C:17]#[N:18])[CH:15]=3)[N:10]=[CH:9][CH:8]=2)=[CH:4][CH:3]=1.[F:26][C:27]1[CH:32]=[CH:31][C:30]([N:33]=[C:34]=[O:35])=[CH:29][CH:28]=1. The catalyst is C1(C)C=CC=CC=1. The product is [C:17]([C:14]1[CH:15]=[C:16]2[C:11](=[CH:12][C:13]=1[O:19][CH2:20][CH2:21][O:22][CH3:23])[N:10]=[CH:9][CH:8]=[C:7]2[O:6][C:5]1[CH:4]=[CH:3][C:2]([NH:1][C:34]([NH:33][C:30]2[CH:31]=[CH:32][C:27]([F:26])=[CH:28][CH:29]=2)=[O:35])=[CH:25][CH:24]=1)#[N:18]. The yield is 0.964. (3) The reactants are [Cl:1][C:2]1[CH:3]=[C:4]([CH2:8][CH2:9][NH2:10])[CH:5]=[CH:6][CH:7]=1.[CH:11](=O)[C:12]1[CH:17]=[CH:16][CH:15]=[CH:14][CH:13]=1. The catalyst is CCO. The product is [CH:11](=[N:10][CH2:9][CH2:8][C:4]1[CH:5]=[CH:6][CH:7]=[C:2]([Cl:1])[CH:3]=1)[C:12]1[CH:17]=[CH:16][CH:15]=[CH:14][CH:13]=1. The yield is 1.00. (4) The reactants are [Cl:1][C:2]1[CH:7]=[CH:6][CH:5]=[CH:4][C:3]=1[C:8]1[N:26]([CH2:27][C@@H:28]2[CH2:33][CH2:32][CH2:31][N:30](C(OC(C)(C)C)=O)[CH2:29]2)[C:11]2[N:12]=[C:13]([NH:16][CH2:17][C:18]3[CH:23]=[CH:22][C:21]([F:24])=[C:20]([F:25])[CH:19]=3)[N:14]=[CH:15][C:10]=2[CH:9]=1.FC(F)(F)C(O)=O. The catalyst is C(Cl)Cl. The product is [Cl:1][C:2]1[CH:7]=[CH:6][CH:5]=[CH:4][C:3]=1[C:8]1[N:26]([CH2:27][C@@H:28]2[CH2:33][CH2:32][CH2:31][NH:30][CH2:29]2)[C:11]2[N:12]=[C:13]([NH:16][CH2:17][C:18]3[CH:23]=[CH:22][C:21]([F:24])=[C:20]([F:25])[CH:19]=3)[N:14]=[CH:15][C:10]=2[CH:9]=1. The yield is 0.620.